The task is: Regression/Classification. Given a drug SMILES string, predict its toxicity properties. Task type varies by dataset: regression for continuous values (e.g., LD50, hERG inhibition percentage) or binary classification for toxic/non-toxic outcomes (e.g., AMES mutagenicity, cardiotoxicity, hepatotoxicity). Dataset: herg_karim.. This data is from hERG potassium channel inhibition data for cardiac toxicity prediction from Karim et al.. (1) The drug is CN(C)c1ccc2ncc(F)c(CCC34CCC(NCc5ccc6c(n5)NC(=O)CO6)(CC3)CO4)c2n1. The result is 1 (blocker). (2) The compound is CCCc1cccc(Nc2cc(N[C@@H]3CCCC[C@@H]3N)nnc2C(N)=O)n1. The result is 1 (blocker). (3) The drug is Cc1ccc2c(-c3nnc(SCCCN4C[C@H]5C[C@@]5(c5ccc(C(F)(F)F)cc5)C4)n3C)cccc2n1. The result is 1 (blocker).